This data is from Full USPTO retrosynthesis dataset with 1.9M reactions from patents (1976-2016). The task is: Predict the reactants needed to synthesize the given product. (1) Given the product [O:14]=[C:13]1[C:12]2[C:7](=[CH:8][CH:9]=[CH:10][CH:11]=2)[C:6](=[O:15])[N:5]1[O:4][CH2:3][CH2:2][NH:1][S:17]([CH3:16])(=[O:19])=[O:18], predict the reactants needed to synthesize it. The reactants are: [NH2:1][CH2:2][CH2:3][O:4][N:5]1[C:13](=[O:14])[C:12]2[C:7](=[CH:8][CH:9]=[CH:10][CH:11]=2)[C:6]1=[O:15].[CH3:16][S:17](Cl)(=[O:19])=[O:18].C(N(CC)CC)C. (2) Given the product [CH3:21][S:22]([NH:1][C:2]1[CH:7]=[CH:6][CH:5]=[CH:4][C:3]=1[N:8]1[CH2:13][CH2:12][N:11]([C:14]([O:16][C:17]([CH3:20])([CH3:19])[CH3:18])=[O:15])[CH2:10][CH2:9]1)(=[O:24])=[O:23], predict the reactants needed to synthesize it. The reactants are: [NH2:1][C:2]1[CH:7]=[CH:6][CH:5]=[CH:4][C:3]=1[N:8]1[CH2:13][CH2:12][N:11]([C:14]([O:16][C:17]([CH3:20])([CH3:19])[CH3:18])=[O:15])[CH2:10][CH2:9]1.[CH3:21][S:22](Cl)(=[O:24])=[O:23].CCN(C(C)C)C(C)C. (3) Given the product [CH3:34][C:31]([C:18]1[CH:17]=[C:16]([CH2:15][O:1][C:2]2[CH:3]=[C:4]([CH2:8][CH2:9][C:10]([O:12][CH3:13])=[O:11])[CH:5]=[CH:6][CH:7]=2)[CH:21]=[CH:20][C:19]=1[C:22]1[CH:27]=[C:26]([O:28][CH3:29])[CH:25]=[CH:24][C:23]=1[F:30])([CH3:32])[CH3:33], predict the reactants needed to synthesize it. The reactants are: [OH:1][C:2]1[CH:3]=[C:4]([CH2:8][CH2:9][C:10]([O:12][CH3:13])=[O:11])[CH:5]=[CH:6][CH:7]=1.Cl[CH2:15][C:16]1[CH:21]=[CH:20][C:19]([C:22]2[CH:27]=[C:26]([O:28][CH3:29])[CH:25]=[CH:24][C:23]=2[F:30])=[C:18]([C:31]([CH3:34])([CH3:33])[CH3:32])[CH:17]=1. (4) Given the product [CH2:1]([N:8]([CH2:9][CH2:10][C:11]([C:23]1[CH:28]=[CH:27][C:26]([Cl:29])=[C:25]([Cl:30])[CH:24]=1)([OH:22])[CH2:12][O:13][C:14]1[CH:19]=[CH:18][C:17]([O:20][CH3:21])=[CH:16][CH:15]=1)[C:40](=[O:41])[CH2:39][Cl:38])[C:2]1[CH:3]=[CH:4][CH:5]=[CH:6][CH:7]=1, predict the reactants needed to synthesize it. The reactants are: [CH2:1]([NH:8][CH2:9][CH2:10][C:11]([C:23]1[CH:28]=[CH:27][C:26]([Cl:29])=[C:25]([Cl:30])[CH:24]=1)([OH:22])[CH2:12][O:13][C:14]1[CH:19]=[CH:18][C:17]([O:20][CH3:21])=[CH:16][CH:15]=1)[C:2]1[CH:7]=[CH:6][CH:5]=[CH:4][CH:3]=1.C(N(CC)CC)C.[Cl:38][CH2:39][C:40](Cl)=[O:41]. (5) The reactants are: [CH:1]([N-]C(C)C)(C)C.[Li+].[C:9]([O:13][C:14]([C@@:16]1([CH2:30][CH2:31][O:32][Si:33]([C:36]([CH3:39])([CH3:38])[CH3:37])([CH3:35])[CH3:34])[CH2:20][C:19](=[O:21])[N:18]([C@@H:22]([C:24]2[CH:29]=[CH:28][CH:27]=[CH:26][CH:25]=2)[CH3:23])[CH2:17]1)=[O:15])([CH3:12])([CH3:11])[CH3:10].CI.C(O)(=O)CC(CC(O)=O)(C(O)=O)O. Given the product [C:9]([O:13][C:14]([C@@:16]1([CH2:30][CH2:31][O:32][Si:33]([C:36]([CH3:38])([CH3:37])[CH3:39])([CH3:35])[CH3:34])[CH:20]([CH3:1])[C:19](=[O:21])[N:18]([C@@H:22]([C:24]2[CH:25]=[CH:26][CH:27]=[CH:28][CH:29]=2)[CH3:23])[CH2:17]1)=[O:15])([CH3:12])([CH3:11])[CH3:10], predict the reactants needed to synthesize it. (6) The reactants are: [F:1][C:2]1[CH:3]=[C:4]2[CH:10]=[CH:9][NH:8][C:5]2=[N:6][CH:7]=1.ClC1C=CC=C(C(OO)=[O:19])C=1.ClCCl.CO. Given the product [F:1][C:2]1[CH:3]=[C:4]2[CH:10]=[CH:9][NH:8][C:5]2=[N+:6]([O-:19])[CH:7]=1, predict the reactants needed to synthesize it. (7) Given the product [Cl:1][C:2]1[C:3]([C:26]([N:28]2[CH2:32][CH2:31][C:30]([F:34])([F:33])[CH2:29]2)=[O:27])=[CH:4][C:5]([O:18][CH2:19][C:20]2[CH:25]=[CH:24][CH:23]=[CH:22][CH:21]=2)=[C:6]([CH:17]=1)[C:7]([OH:9])=[O:8], predict the reactants needed to synthesize it. The reactants are: [Cl:1][C:2]1[C:3]([C:26]([N:28]2[CH2:32][CH2:31][C:30]([F:34])([F:33])[CH2:29]2)=[O:27])=[CH:4][C:5]([O:18][CH2:19][C:20]2[CH:25]=[CH:24][CH:23]=[CH:22][CH:21]=2)=[C:6]([CH:17]=1)[C:7]([O:9]CC1C=CC=CC=1)=[O:8].[Li+].[OH-].O.Cl. (8) Given the product [C:15]1([CH2:21][O:25][C:22]2[CH:10]=[CH:8][CH:7]=[CH:6][C:5]=2[C:5]2[S:9][C:8]([C:10]([O:12][CH2:13][CH3:14])=[O:11])=[CH:7][CH:6]=2)[CH:20]=[CH:19][CH:18]=[CH:17][CH:16]=1, predict the reactants needed to synthesize it. The reactants are: B(O)O.Br[C:5]1[S:9][C:8]([C:10]([O:12][CH2:13][CH3:14])=[O:11])=[CH:7][CH:6]=1.[C:15]1([CH3:21])[CH:20]=[CH:19][CH:18]=[CH:17][CH:16]=1.[C:22]([O-:25])([O-])=O.[Na+].[Na+].